This data is from Full USPTO retrosynthesis dataset with 1.9M reactions from patents (1976-2016). The task is: Predict the reactants needed to synthesize the given product. (1) The reactants are: [CH3:1][O:2][C:3]([C@@H:5]1[CH2:9][C@H:8]([N:10]=[N+:11]=[N-:12])[CH2:7][N:6]1C(OC(C)(C)C)=O)=[O:4].[F:20][C:21]([F:26])([F:25])[C:22]([OH:24])=[O:23]. Given the product [F:20][C:21]([F:26])([F:25])[C:22]([OH:24])=[O:23].[CH3:1][O:2][C:3]([C@@H:5]1[CH2:9][C@H:8]([N:10]=[N+:11]=[N-:12])[CH2:7][NH:6]1)=[O:4], predict the reactants needed to synthesize it. (2) Given the product [N:26]([CH2:12][C@@H:13]([C:15]1[CH:20]=[CH:19][C:18]([F:21])=[C:17]([C:22]([F:25])([F:24])[F:23])[CH:16]=1)[OH:14])=[N+:27]=[N-:28], predict the reactants needed to synthesize it. The reactants are: CC1C=CC(S(O[CH2:12][C@@H:13]([C:15]2[CH:20]=[CH:19][C:18]([F:21])=[C:17]([C:22]([F:25])([F:24])[F:23])[CH:16]=2)[OH:14])(=O)=O)=CC=1.[N-:26]=[N+:27]=[N-:28].[Na+]. (3) Given the product [CH3:21][O:22][C:23](=[O:24])[NH:25][C@@H:26]([C:27]([CH3:30])([CH3:29])[CH3:28])[C:6]([NH:5][C@H:9]([C@@H:17]([OH:20])[CH2:18][Cl:19])[CH2:10][C:11]1[CH:12]=[CH:13][CH:14]=[CH:15][CH:16]=1)=[O:8], predict the reactants needed to synthesize it. The reactants are: CC([N:5]([C@H:9]([C@@H:17]([OH:20])[CH2:18][Cl:19])[CH2:10][C:11]1[CH:16]=[CH:15][CH:14]=[CH:13][CH:12]=1)[C:6](=[O:8])[O-])(C)C.[CH3:21][O:22][C:23]([NH:25][C@H:26](C(O)=O)[C:27]([CH3:30])([CH3:29])[CH3:28])=[O:24]. (4) The reactants are: [C:1]([C:5]1[N:10]=[CH:9][C:8]([C:11]2[N:12]([C:32](Cl)=[O:33])[C@@:13]([C:25]3[CH:30]=[CH:29][C:28]([Cl:31])=[CH:27][CH:26]=3)([CH3:24])[C@@:14]([C:17]3[CH:22]=[CH:21][C:20]([Cl:23])=[CH:19][CH:18]=3)([CH3:16])[N:15]=2)=[C:7]([O:35][CH2:36][CH3:37])[CH:6]=1)([CH3:4])([CH3:3])[CH3:2].[CH3:38][C@@H:39]1[CH2:44][NH:43][CH2:42][CH2:41][NH:40]1. Given the product [C:1]([C:5]1[N:10]=[CH:9][C:8]([C:11]2[N:12]([C:32]([N:43]3[CH2:42][CH2:41][NH:40][C@H:39]([CH3:38])[CH2:44]3)=[O:33])[C@@:13]([C:25]3[CH:26]=[CH:27][C:28]([Cl:31])=[CH:29][CH:30]=3)([CH3:24])[C@@:14]([C:17]3[CH:18]=[CH:19][C:20]([Cl:23])=[CH:21][CH:22]=3)([CH3:16])[N:15]=2)=[C:7]([O:35][CH2:36][CH3:37])[CH:6]=1)([CH3:4])([CH3:2])[CH3:3], predict the reactants needed to synthesize it.